Task: Predict the product of the given reaction.. Dataset: Forward reaction prediction with 1.9M reactions from USPTO patents (1976-2016) (1) Given the reactants [F:1][C:2]1[CH:3]=[C:4]([C:8]2[N:12]([CH3:13])[C:11]3[CH:14]=[CH:15][C:16]([C:18]4[CH:23]([CH3:24])[S:22][C:21](=[O:25])[N:20]([CH2:26][CH2:27][NH:28]C(=O)OC(C)(C)C)[N:19]=4)=[CH:17][C:10]=3[N:9]=2)[CH:5]=[CH:6][CH:7]=1.Cl, predict the reaction product. The product is: [NH2:28][CH2:27][CH2:26][N:20]1[N:19]=[C:18]([C:16]2[CH:15]=[CH:14][C:11]3[N:12]([CH3:13])[C:8]([C:4]4[CH:5]=[CH:6][CH:7]=[C:2]([F:1])[CH:3]=4)=[N:9][C:10]=3[CH:17]=2)[CH:23]([CH3:24])[S:22][C:21]1=[O:25]. (2) Given the reactants [Si:1]([O:8][CH2:9][CH:10]([OH:19])[CH2:11][O:12][C:13]1[CH:18]=[CH:17][CH:16]=[CH:15][CH:14]=1)([C:4]([CH3:7])([CH3:6])[CH3:5])([CH3:3])[CH3:2].[CH3:20][C:21](OC(C)=O)=[O:22], predict the reaction product. The product is: [C:21]([O:19][CH:10]([CH2:11][O:12][C:13]1[CH:18]=[CH:17][CH:16]=[CH:15][CH:14]=1)[CH2:9][O:8][Si:1]([C:4]([CH3:7])([CH3:6])[CH3:5])([CH3:3])[CH3:2])(=[O:22])[CH3:20]. (3) Given the reactants ClC1C=C(C=CC=1)C(OO)=[O:6].[Br:12][C:13]1[CH:14]=[N:15][C:16]([N:19]2[C:27]3[C:22](=[CH:23][CH:24]=[C:25]([C:28]([N:30]4[CH2:35][CH2:34][O:33][CH2:32][CH2:31]4)=[O:29])[CH:26]=3)[C:21]([S:36][CH3:37])=[N:20]2)=[N:17][CH:18]=1, predict the reaction product. The product is: [Br:12][C:13]1[CH:18]=[N:17][C:16]([N:19]2[C:27]3[C:22](=[CH:23][CH:24]=[C:25]([C:28]([N:30]4[CH2:31][CH2:32][O:33][CH2:34][CH2:35]4)=[O:29])[CH:26]=3)[C:21]([S:36]([CH3:37])=[O:6])=[N:20]2)=[N:15][CH:14]=1. (4) Given the reactants [CH2:1]([N:8]([CH2:30][CH:31]([CH2:36][C:37]([OH:39])=[O:38])[CH2:32][C:33]([OH:35])=[O:34])[C:9](=[O:29])[CH2:10][CH:11]1[C:20]2[C:15](=[CH:16][C:17]([O:21][CH2:22][C:23]3[CH:28]=[CH:27][CH:26]=[CH:25][CH:24]=3)=[CH:18][CH:19]=2)[CH2:14][CH2:13][CH2:12]1)[C:2]1[CH:7]=[CH:6][CH:5]=[CH:4][CH:3]=1.[C:40]1([CH3:46])[CH:45]=CC=C[CH:41]=1, predict the reaction product. The product is: [CH2:1]([N:8]([CH2:30][CH:31]([CH2:32][C:33]([O:35][C:40]([CH3:41])([CH3:45])[CH3:46])=[O:34])[CH2:36][C:37]([O:39][C:2]([CH3:7])([CH3:3])[CH3:1])=[O:38])[C:9](=[O:29])[CH2:10][CH:11]1[C:20]2[C:15](=[CH:16][C:17]([O:21][CH2:22][C:23]3[CH:28]=[CH:27][CH:26]=[CH:25][CH:24]=3)=[CH:18][CH:19]=2)[CH2:14][CH2:13][CH2:12]1)[C:2]1[CH:7]=[CH:6][CH:5]=[CH:4][CH:3]=1. (5) Given the reactants [H-].[Al+3].[Li+].[H-].[H-].[H-].[CH2:7]([NH:14][C:15](=O)[CH2:16][N:17]1[CH2:22][CH2:21][N:20]([CH2:23][CH2:24][CH2:25][OH:26])[CH2:19][CH2:18]1)[CH2:8][CH2:9][CH2:10][CH2:11][CH2:12][CH3:13].[Cl-].[NH4+], predict the reaction product. The product is: [CH2:7]([NH:14][CH2:15][CH2:16][N:17]1[CH2:18][CH2:19][N:20]([CH2:23][CH2:24][CH2:25][OH:26])[CH2:21][CH2:22]1)[CH2:8][CH2:9][CH2:10][CH2:11][CH2:12][CH3:13]. (6) Given the reactants [F:1][C:2]1[CH:3]=[C:4]2[N:10]=[CH:9][N:8]([CH2:11][C:12]3[CH:22]=[CH:21][C:15]4[N:16]=[C:17]([S:19][CH3:20])[O:18][C:14]=4[CH:13]=3)[C:5]2=[N:6][CH:7]=1.ClC1C=CC=C(C(OO)=[O:31])C=1, predict the reaction product. The product is: [F:1][C:2]1[CH:3]=[C:4]2[N:10]=[CH:9][N:8]([CH2:11][C:12]3[CH:22]=[CH:21][C:15]4[N:16]=[C:17]([S:19]([CH3:20])=[O:31])[O:18][C:14]=4[CH:13]=3)[C:5]2=[N:6][CH:7]=1. (7) The product is: [NH2:1][C:2]1[C:3]([Cl:11])=[N:4][CH:5]=[CH:6][C:7]=1[CH:8]([OH:10])[CH3:9]. Given the reactants [NH2:1][C:2]1[C:3]([Cl:11])=[N:4][CH:5]=[CH:6][C:7]=1[C:8](=[O:10])[CH3:9].[BH4-].[Na+], predict the reaction product. (8) Given the reactants [CH3:1][O:2][C:3]([C:5]1[CH:13]=[CH:12][C:8]([C:9]([OH:11])=O)=[CH:7][CH:6]=1)=[O:4].[NH2:14][C:15]1[CH:20]=[CH:19][CH:18]=[CH:17][CH:16]=1.CCN=C=NCCCN(C)C.C(N(CC)CC)C, predict the reaction product. The product is: [NH:14]([C:9]([C:8]1[CH:7]=[CH:6][C:5]([C:3]([O:2][CH3:1])=[O:4])=[CH:13][CH:12]=1)=[O:11])[C:15]1[CH:20]=[CH:19][CH:18]=[CH:17][CH:16]=1. (9) Given the reactants [Cl:1][CH2:2][C:3]([C:5]1[S:9][C:8]([CH2:10][C:11]([OH:13])=[O:12])=[CH:7][CH:6]=1)=[O:4].Cl.[C:15](=O)(O)[O-].[Na+], predict the reaction product. The product is: [CH3:15][O:12][C:11](=[O:13])[CH2:10][C:8]1[S:9][C:5]([C:3](=[O:4])[CH2:2][Cl:1])=[CH:6][CH:7]=1. (10) Given the reactants [Br:1][C:2]1[CH:11]=[C:10]2[C:5]([C:6](Cl)=[C:7]([N+:12]([O-:14])=[O:13])[CH:8]=[N:9]2)=[CH:4][CH:3]=1.[NH2:16][CH2:17][CH2:18][CH2:19][CH2:20][OH:21], predict the reaction product. The product is: [Br:1][C:2]1[CH:11]=[C:10]2[C:5]([C:6]([NH:16][CH2:17][CH2:18][CH2:19][CH2:20][OH:21])=[C:7]([N+:12]([O-:14])=[O:13])[CH:8]=[N:9]2)=[CH:4][CH:3]=1.